Dataset: Forward reaction prediction with 1.9M reactions from USPTO patents (1976-2016). Task: Predict the product of the given reaction. (1) The product is: [Cl:1][C:2]1[CH:7]=[CH:6][C:5]([OH:8])=[CH:4][C:3]=1[I:10]. Given the reactants [Cl:1][C:2]1[CH:7]=[CH:6][C:5]([O:8]C)=[CH:4][C:3]=1[I:10].C(=O)([O-])O.[Na+].Cl, predict the reaction product. (2) Given the reactants [CH2:1]([O:8][C:9]1[C:10]([C:22]([O:24]CC2C=CC=CC=2)=[O:23])=[N:11][CH:12]=[N:13][C:14]=1[C:15]1[CH:20]=[CH:19][C:18]([CH3:21])=[CH:17][CH:16]=1)[C:2]1[CH:7]=[CH:6][CH:5]=[CH:4][CH:3]=1.O.[OH-].[Li+], predict the reaction product. The product is: [CH2:1]([O:8][C:9]1[C:10]([C:22]([OH:24])=[O:23])=[N:11][CH:12]=[N:13][C:14]=1[C:15]1[CH:20]=[CH:19][C:18]([CH3:21])=[CH:17][CH:16]=1)[C:2]1[CH:7]=[CH:6][CH:5]=[CH:4][CH:3]=1. (3) Given the reactants [OH:1][C:2]1[C:9]([OH:10])=[CH:8][CH:7]=[CH:6][C:3]=1[CH:4]=[O:5].C(=O)([O-])[O-].[Cs+].[Cs+].[CH3:17][O:18][CH2:19]Cl, predict the reaction product. The product is: [OH:10][C:9]1[C:2]([O:1][CH2:17][O:18][CH3:19])=[C:3]([CH:6]=[CH:7][CH:8]=1)[CH:4]=[O:5]. (4) Given the reactants Br[C:2]1[CH:3]=[C:4]2[O:10][C:9]([C:11]([O:13][CH2:14][CH3:15])=[O:12])=[C:8]([NH:16][C:17]([O:19][C:20]([CH3:23])([CH3:22])[CH3:21])=[O:18])[C:5]2=[N:6][CH:7]=1.C(=O)([O-])[O-].[K+].[K+].[C:30](B1OC(C)(C)C(C)(C)O1)([CH3:32])=[CH2:31], predict the reaction product. The product is: [C:20]([O:19][C:17]([NH:16][C:8]1[C:5]2=[N:6][CH:7]=[C:2]([C:30]([CH3:32])=[CH2:31])[CH:3]=[C:4]2[O:10][C:9]=1[C:11]([O:13][CH2:14][CH3:15])=[O:12])=[O:18])([CH3:23])([CH3:22])[CH3:21].